From a dataset of Full USPTO retrosynthesis dataset with 1.9M reactions from patents (1976-2016). Predict the reactants needed to synthesize the given product. (1) Given the product [CH3:2][S:3]([C:6]1[CH:11]=[CH:10][C:9]([NH:12][C:23]([NH:48][C:44]2[CH:45]=[CH:46][CH:47]=[C:42]([B:37]3[O:36][C:35]([CH3:49])([CH3:34])[C:39]([CH3:40])([CH3:41])[O:38]3)[CH:43]=2)=[O:25])=[CH:8][CH:7]=1)(=[O:4])=[O:5], predict the reactants needed to synthesize it. The reactants are: Cl.[CH3:2][S:3]([C:6]1[CH:11]=[CH:10][C:9]([NH2:12])=[CH:8][CH:7]=1)(=[O:5])=[O:4].C(N(C(C)C)CC)(C)C.Cl[C:23](Cl)([O:25]C(=O)OC(Cl)(Cl)Cl)Cl.[CH3:34][C:35]1([CH3:49])[C:39]([CH3:41])([CH3:40])[O:38][B:37]([C:42]2[CH:43]=[C:44]([NH2:48])[CH:45]=[CH:46][CH:47]=2)[O:36]1. (2) Given the product [Br:1][C:2]1[CH:7]=[CH:6][C:5]([C:8]([C:10]2[CH:15]=[CH:14][C:13]([O:25][CH3:24])=[CH:12][CH:11]=2)=[CH2:9])=[CH:4][CH:3]=1, predict the reactants needed to synthesize it. The reactants are: [Br:1][C:2]1[CH:7]=[CH:6][C:5]([C:8]([C:10]2[CH:15]=[CH:14][C:13](N(C)C)=[CH:12][CH:11]=2)=[CH2:9])=[CH:4][CH:3]=1.BrC1C=CC([C:24](C2C=CC(OC)=CC=2)=[O:25])=CC=1.C[Mg]Br. (3) Given the product [Cl:10][C:11]1[CH:19]=[CH:18][C:14]([C:15](=[O:17])[N:69]([CH2:68][C:67]2[CH:71]=[CH:72][CH:73]=[C:65]([Cl:64])[CH:66]=2)[CH3:70])=[CH:13][C:12]=1[NH:20][C:21]([C:23]1[C:38](=[O:39])[NH:37][C:26]2[N:27]=[C:28]([N:31]3[CH2:32][CH2:33][CH2:34][CH2:35][CH2:36]3)[N:29]=[CH:30][C:25]=2[CH:24]=1)=[O:22], predict the reactants needed to synthesize it. The reactants are: C(N(C(C)C)CC)(C)C.[Cl:10][C:11]1[CH:19]=[CH:18][C:14]([C:15]([OH:17])=O)=[CH:13][C:12]=1[NH:20][C:21]([C:23]1[C:38](=[O:39])[NH:37][C:26]2[N:27]=[C:28]([N:31]3[CH2:36][CH2:35][CH2:34][CH2:33][CH2:32]3)[N:29]=[CH:30][C:25]=2[CH:24]=1)=[O:22].CN(C(ON1N=NC2C=CC=NC1=2)=[N+](C)C)C.F[P-](F)(F)(F)(F)F.[Cl:64][C:65]1[CH:66]=[C:67]([CH:71]=[CH:72][CH:73]=1)[CH2:68][NH:69][CH3:70]. (4) Given the product [CH3:33][O:34][C:35]1[CH:42]=[CH:41][CH:40]=[CH:39][C:36]=1[CH2:37][N:30]1[CH2:31][CH2:32][N:27]([C:23]2[NH:24][C:25](=[O:26])[C:20]3[CH2:19][CH2:18][CH2:17][N:16]([CH3:15])[C:21]=3[N:22]=2)[CH2:28][CH2:29]1, predict the reactants needed to synthesize it. The reactants are: FC(F)(F)C(O)=O.FC(F)(F)C(O)=O.[CH3:15][N:16]1[C:21]2[N:22]=[C:23]([N:27]3[CH2:32][CH2:31][NH:30][CH2:29][CH2:28]3)[NH:24][C:25](=[O:26])[C:20]=2[CH2:19][CH2:18][CH2:17]1.[CH3:33][O:34][C:35]1[CH:42]=[CH:41][CH:40]=[CH:39][C:36]=1[CH:37]=O.CN(C=O)C.C([BH3-])#N.[Na+]. (5) Given the product [CH3:4][O:5][C:6]1[CH:7]=[C:8]2[C:12](=[C:13]([CH3:15])[CH:14]=1)[C:11](=[CH2:33])[C:10]([C:17]1[CH:36]=[CH:35][C:39]([O:38][CH3:37])=[CH:19][CH:18]=1)=[C:9]2[C:25]1[CH:30]=[CH:29][CH:28]=[CH:27][CH:26]=1, predict the reactants needed to synthesize it. The reactants are: C[Mg]Br.[CH3:4][O:5][C:6]1[CH:7]=[C:8]2[C:12](=[C:13]([CH3:15])[CH:14]=1)[C:11](=O)[C:10]([C:17]1C=CC(OC)=[CH:19][CH:18]=1)=[C:9]2[C:25]1[CH:30]=[CH:29][CH:28]=[CH:27][CH:26]=1.Cl.Cl[CH2:33]Cl.[CH2:35]1[CH2:39][O:38][CH2:37][CH2:36]1. (6) Given the product [CH3:39][N:41]([CH3:42])[C:36]([C:5]1[CH:6]=[N:7][CH:2]=[N:3][CH:4]=1)=[O:38], predict the reactants needed to synthesize it. The reactants are: N[C:2]1[N:7]=[C:6](N[C@H](C2N(C3C=CC=CC=3)C(=O)C3C(C=2)=CC=CC=3C2C=CN=C(OC)C=2)C)[C:5]([C:36]([OH:38])=O)=[CH:4][N:3]=1.[CH2:39]([N:41]=[C:42]=NCCCN(C)C)C.OC1C2N=NNC=2C=CC=1.CNC.C(N(CC)C(C)C)(C)C. (7) Given the product [NH:19]1[C:27]2[C:22](=[CH:23][CH:24]=[CH:25][CH:26]=2)[C:21]([CH2:28][CH2:29][NH:30][C:8]([CH:7]([CH2:11][CH2:12][C:13]2[CH:18]=[CH:17][CH:16]=[CH:15][CH:14]=2)[CH2:6][C:4]([O:3][CH2:1][CH3:2])=[O:5])=[O:10])=[CH:20]1, predict the reactants needed to synthesize it. The reactants are: [CH2:1]([O:3][C:4]([CH2:6][CH:7]([CH2:11][CH2:12][C:13]1[CH:18]=[CH:17][CH:16]=[CH:15][CH:14]=1)[C:8]([OH:10])=O)=[O:5])[CH3:2].[NH:19]1[C:27]2[C:22](=[CH:23][CH:24]=[CH:25][CH:26]=2)[C:21]([CH2:28][CH2:29][NH2:30])=[CH:20]1.C1C=CC2N(O)N=NC=2C=1.C(Cl)CCl.CN1CCOCC1. (8) Given the product [CH:32]1[C:33]([CH2:41][N:18]2[C:19](=[O:30])[C:20]3[N:21]([CH2:26][C:27]#[C:28][CH3:29])[C:22]([Br:25])=[N:23][C:24]=3[N:16]([CH3:15])[C:17]2=[O:31])=[CH:34][N:35]2[C:40]=1[CH:39]=[CH:38][CH:37]=[CH:36]2, predict the reactants needed to synthesize it. The reactants are: N(C(OC(C)C)=O)=NC(OC(C)C)=O.[CH3:15][N:16]1[C:24]2[N:23]=[C:22]([Br:25])[N:21]([CH2:26][C:27]#[C:28][CH3:29])[C:20]=2[C:19](=[O:30])[NH:18][C:17]1=[O:31].[CH:32]1[C:33]([CH2:41]O)=[CH:34][N:35]2[C:40]=1[CH:39]=[CH:38][CH:37]=[CH:36]2.C1(P(C2C=CC=CC=2)C2C=CC=CC=2)C=CC=CC=1. (9) Given the product [Br:1][CH2:2][C:3]1[CH:4]=[CH:5][C:6]([C:7]([N:24]2[CH2:28][CH2:27][CH2:26][CH2:25]2)=[O:9])=[CH:10][CH:11]=1, predict the reactants needed to synthesize it. The reactants are: [Br:1][CH2:2][C:3]1[CH:11]=[CH:10][C:6]([C:7]([OH:9])=O)=[CH:5][CH:4]=1.C(N1C=CN=C1)(N1C=CN=C1)=O.[NH:24]1[CH2:28][CH2:27][CH2:26][CH2:25]1. (10) Given the product [Br:1][C:2]1[CH:31]=[CH:30][C:5]([O:6][C:7]2[CH:12]=[CH:11][CH:10]=[CH:9][C:8]=2[NH:13][S:14]([C:17]2[CH:18]=[CH:19][C:20]([C:21]([NH:23][CH2:24][C:25](=[O:26])[NH:48][C@H:45]3[CH2:46][CH2:47][C@H:42]([CH2:41][CH2:40][N:35]4[CH2:39][CH2:38][CH2:37][CH2:36]4)[CH2:43][CH2:44]3)=[O:22])=[CH:28][CH:29]=2)(=[O:15])=[O:16])=[C:4]([Cl:32])[CH:3]=1, predict the reactants needed to synthesize it. The reactants are: [Br:1][C:2]1[CH:31]=[CH:30][C:5]([O:6][C:7]2[CH:12]=[CH:11][CH:10]=[CH:9][C:8]=2[NH:13][S:14]([C:17]2[CH:29]=[CH:28][C:20]([C:21]([NH:23][CH2:24][C:25](O)=[O:26])=[O:22])=[CH:19][CH:18]=2)(=[O:16])=[O:15])=[C:4]([Cl:32])[CH:3]=1.Cl.Cl.[N:35]1([CH2:40][CH2:41][C@H:42]2[CH2:47][CH2:46][C@H:45]([NH2:48])[CH2:44][CH2:43]2)[CH2:39][CH2:38][CH2:37][CH2:36]1.